Dataset: Reaction yield outcomes from USPTO patents with 853,638 reactions. Task: Predict the reaction yield, written as a fraction of the theoretical maximum amount of product (1.0 means a 100% yield; for example, 0.34 means a 34% yield). (1) The reactants are Cl.[Cl:2][C:3]1[CH:4]=[C:5]2[C:9](=[CH:10][CH:11]=1)[NH:8][C:7]([C:12]([NH:14][CH:15]1[CH2:24][C:23]3[C:18](=[CH:19][CH:20]=[CH:21][CH:22]=3)[N:17]([CH2:25][CH:26]3[CH2:31][O:30]C(C)(C)[O:28][CH2:27]3)[C:16]1=[O:34])=[O:13])=[CH:6]2. The catalyst is C1COCC1. The product is [Cl:2][C:3]1[CH:4]=[C:5]2[C:9](=[CH:10][CH:11]=1)[NH:8][C:7]([C:12]([NH:14][CH:15]1[CH2:24][C:23]3[C:18](=[CH:19][CH:20]=[CH:21][CH:22]=3)[N:17]([CH2:25][CH:26]([CH2:27][OH:28])[CH2:31][OH:30])[C:16]1=[O:34])=[O:13])=[CH:6]2. The yield is 0.850. (2) The reactants are [Cl:1][C:2]1[C:10]2[N:9]=[C:8]3[N:11]([C:15]4[C:16]([C:23]([F:26])([F:25])[F:24])=[N:17][C:18]([O:21][CH3:22])=[CH:19][CH:20]=4)[CH2:12][CH2:13][CH2:14][N:7]3[C:6]=2[C:5]([CH2:27][OH:28])=[CH:4][CH:3]=1.CC1(C)N([O])C(C)(C)CCC1.[N+]([O-])([O-])=O.[Na+].O. The catalyst is C(O)(=O)C. The product is [Cl:1][C:2]1[CH:3]=[CH:4][C:5]([CH:27]=[O:28])=[C:6]2[C:10]=1[N:9]=[C:8]1[N:11]([C:15]3[C:16]([C:23]([F:25])([F:24])[F:26])=[N:17][C:18]([O:21][CH3:22])=[CH:19][CH:20]=3)[CH2:12][CH2:13][CH2:14][N:7]21. The yield is 0.680. (3) The catalyst is C1(C)C=CC=CC=1.C1C=CC(/C=C/C(/C=C/C2C=CC=CC=2)=O)=CC=1.C1C=CC(/C=C/C(/C=C/C2C=CC=CC=2)=O)=CC=1.C1C=CC(/C=C/C(/C=C/C2C=CC=CC=2)=O)=CC=1.[Pd].[Pd]. The product is [F:28][C:25]1[CH:26]=[CH:27][C:22]([C:18]2[NH:19][C:20](=[O:21])[N:16]([C:12]3[CH:11]=[CH:10][C:9]([O:8][C:6]4[CH:5]=[CH:4][N:3]=[C:2]([N:13]5[CH:14]=[C:41]([CH3:42])[N:16]=[CH:12]5)[CH:7]=4)=[C:14]([CH3:15])[N:13]=3)[N:17]=2)=[CH:23][CH:24]=1. The reactants are Cl[C:2]1[CH:7]=[C:6]([O:8][C:9]2[CH:10]=[CH:11][C:12]([N:16]3[C:20](=[O:21])[NH:19][C:18]([C:22]4[CH:27]=[CH:26][C:25]([F:28])=[CH:24][CH:23]=4)=[N:17]3)=[N:13][C:14]=2[CH3:15])[CH:5]=[CH:4][N:3]=1.P([O-])([O-])([O-])=O.[K+].[K+].[K+].O1[CH2:42][CH2:41]OCC1. The yield is 0.180. (4) The reactants are [CH2:1]1[CH:6]2[CH2:7][C:8]3([NH2:11])[CH2:10][CH:4]([CH2:5]2)[CH2:3][CH:2]1[CH2:9]3.Cl[CH2:13][C:14]1[N:18]=[C:17]([C:19]2[CH:24]=[CH:23][CH:22]=[CH:21][C:20]=2[Cl:25])[O:16][N:15]=1. No catalyst specified. The product is [Cl:25][C:20]1[CH:21]=[CH:22][CH:23]=[CH:24][C:19]=1[C:17]1[O:16][N:15]=[C:14]([CH2:13][NH:11][C:8]23[CH2:10][CH:4]4[CH2:5][CH:6]([CH2:1][CH:2]([CH2:3]4)[CH2:9]2)[CH2:7]3)[N:18]=1. The yield is 0.810. (5) The yield is 0.600. The catalyst is CO.Cl.[Pd].ClCCl. The product is [C:13]([O:17][C:18](=[O:19])[NH:5][CH2:4][C:3]1[CH:6]=[CH:7][C:8]([NH2:10])=[CH:9][C:2]=1[F:1])([CH3:16])([CH3:15])[CH3:14]. The reactants are [F:1][C:2]1[CH:9]=[C:8]([N+:10]([O-])=O)[CH:7]=[CH:6][C:3]=1[C:4]#[N:5].[C:13]([O:17][C:18](ON=C(C1C=CC=CC=1)C#N)=[O:19])([CH3:16])([CH3:15])[CH3:14].C(N(CC)CC)C. (6) The reactants are [CH:1]1([CH2:4][C:5]2[C:16]([C:17]3[CH:22]=[CH:21][C:20]([C:23]4([NH:27]C(=O)OC(C)(C)C)[CH2:26][CH2:25][CH2:24]4)=[CH:19][CH:18]=3)=[N:15][C:8]3[O:9][CH2:10][C:11](=[O:14])[N:12]([CH3:13])[C:7]=3[CH:6]=2)[CH2:3][CH2:2]1.C(O)(C(F)(F)F)=O. The catalyst is ClCCl. The product is [NH2:27][C:23]1([C:20]2[CH:21]=[CH:22][C:17]([C:16]3[C:5]([CH2:4][CH:1]4[CH2:2][CH2:3]4)=[CH:6][C:7]4[N:12]([CH3:13])[C:11](=[O:14])[CH2:10][O:9][C:8]=4[N:15]=3)=[CH:18][CH:19]=2)[CH2:24][CH2:25][CH2:26]1. The yield is 0.770. (7) The reactants are Br[C:2]1[S:16][C:5]2[N:6]=[CH:7][N:8]=[C:9]([S:10][CH2:11][C:12]([O:14][CH3:15])=[O:13])[C:4]=2[C:3]=1[CH3:17].[CH2:18]([Zn]CC)[CH3:19]. The product is [CH2:18]([C:2]1[S:16][C:5]2[N:6]=[CH:7][N:8]=[C:9]([S:10][CH2:11][C:12]([O:14][CH3:15])=[O:13])[C:4]=2[C:3]=1[CH3:17])[CH3:19]. The catalyst is CN(C=O)C. The yield is 0.400.